From a dataset of Peptide-MHC class II binding affinity with 134,281 pairs from IEDB. Regression. Given a peptide amino acid sequence and an MHC pseudo amino acid sequence, predict their binding affinity value. This is MHC class II binding data. The peptide sequence is DSGKVIPEWCCRSCT. The MHC is DRB1_1101 with pseudo-sequence DRB1_1101. The binding affinity (normalized) is 0.526.